Predict which catalyst facilitates the given reaction. From a dataset of Catalyst prediction with 721,799 reactions and 888 catalyst types from USPTO. (1) Reactant: [F:1][C:2]1[C:7]([O:8][CH3:9])=[CH:6][C:5]([O:10][CH3:11])=[C:4]([F:12])[C:3]=1/[N:13]=[CH:14]/[C:15]1[CH:20]=[N:19][C:18]2[NH:21][CH:22]=[CH:23][C:17]=2[C:16]=1[NH:24][CH3:25].[H-].[H-].[H-].[H-].[Li+].[Al+3]. Product: [F:1][C:2]1[C:7]([O:8][CH3:9])=[CH:6][C:5]([O:10][CH3:11])=[C:4]([F:12])[C:3]=1[NH:13][CH2:14][C:15]1[CH:20]=[N:19][C:18]2[NH:21][CH:22]=[CH:23][C:17]=2[C:16]=1[NH:24][CH3:25]. The catalyst class is: 7. (2) Reactant: [C:1]([O:5][C:6]([O:8]C([O-])=O)=O)([CH3:4])([CH3:3])[CH3:2].[NH2:12][C:13]1[CH:18]=[CH:17][N:16]=[CH:15][CH:14]=1.Br[CH2:20][CH:21]=[CH:22][CH2:23][O:24][CH2:25][O:26][CH3:27].[Cl-].[NH4+]. Product: [C:1]([O:5][C:6]([NH:12][C:13]1[CH:18]=[CH:17][N:16]=[CH:15][C:14]=1[CH2:20][CH:21]=[CH:22][CH2:23][O:24][CH2:25][O:26][CH3:27])=[O:8])([CH3:2])([CH3:3])[CH3:4]. The catalyst class is: 1. (3) Reactant: [Cl:1][C:2]1[N:3]=[CH:4][C:5]2[NH:11][C:10](=[O:12])[CH2:9][CH:8]([CH3:13])[N:7]([CH:14]3[CH2:18][CH2:17][CH2:16][CH2:15]3)[C:6]=2[N:19]=1.[CH3:20]N(C)C(=O)C.IC.[H-].[Na+]. Product: [Cl:1][C:2]1[N:3]=[CH:4][C:5]2[N:11]([CH3:20])[C:10](=[O:12])[CH2:9][CH:8]([CH3:13])[N:7]([CH:14]3[CH2:18][CH2:17][CH2:16][CH2:15]3)[C:6]=2[N:19]=1. The catalyst class is: 6. (4) Reactant: [Br:1][C:2]1[S:6][C:5]([C:7]2([OH:17])[CH2:16][CH2:15][C:10]3(OCC[O:11]3)[CH2:9][CH2:8]2)=[N:4][CH:3]=1.Cl.CCOC(C)=O.O. Product: [Br:1][C:2]1[S:6][C:5]([C:7]2([OH:17])[CH2:8][CH2:9][C:10](=[O:11])[CH2:15][CH2:16]2)=[N:4][CH:3]=1. The catalyst class is: 1. (5) Reactant: [CH3:1][S:2]([NH2:5])(=[O:4])=[O:3].[OH-].[Na+].Cl[CH2:9][C@@H:10]1[CH2:12][O:11]1.Cl. Product: [O:11]1[CH2:12][C@@H:10]1[CH2:9][CH2:1][S:2]([NH2:5])(=[O:4])=[O:3]. The catalyst class is: 6. (6) Reactant: C(OC(=O)[C@@H:7]([NH:14][C:15](=[O:31])[C@@H:16]([NH:18][C:19]([C:21]1[CH2:22][C:23]2[C:28]([C:29]=1[CH3:30])=[CH:27][CH:26]=[CH:25][CH:24]=2)=[O:20])[CH3:17])[CH2:8][CH2:9][S:10]([CH3:13])(=[O:12])=[O:11])(C)(C)C.C(O[C:38](=[O:60])[NH:39][C@@H:40]([CH2:53][C:54]1[CH:59]=[CH:58][CH:57]=[CH:56][CH:55]=1)[CH:41]([C:43](=[O:52])[NH:44][CH2:45][C:46]1[CH:51]=[CH:50][CH:49]=[CH:48][CH:47]=1)[OH:42])(C)(C)C.FC(F)(F)C(O)=O.CN(C(ON1N=NC2C=CC=NC1=2)=[N+](C)C)C.F[P-](F)(F)(F)(F)F.C(N(CC)C(C)C)(C)C. Product: [CH2:53]([C@H:40]([NH:39][C:38]([C@@H:7]([NH:14][C:15]([C@@H:16]([NH:18][C:19]([C:21]1[CH2:22][C:23]2[C:28]([C:29]=1[CH3:30])=[CH:27][CH:26]=[CH:25][CH:24]=2)=[O:20])[CH3:17])=[O:31])[CH2:8][CH2:9][S:10]([CH3:13])(=[O:12])=[O:11])=[O:60])[CH:41]([C:43](=[O:52])[NH:44][CH2:45][C:46]1[CH:47]=[CH:48][CH:49]=[CH:50][CH:51]=1)[OH:42])[C:54]1[CH:55]=[CH:56][CH:57]=[CH:58][CH:59]=1. The catalyst class is: 2.